The task is: Regression. Given a peptide amino acid sequence and an MHC pseudo amino acid sequence, predict their binding affinity value. This is MHC class II binding data.. This data is from Peptide-MHC class II binding affinity with 134,281 pairs from IEDB. (1) The peptide sequence is FIYIVKQSECASAHI. The MHC is DRB1_0101 with pseudo-sequence DRB1_0101. The binding affinity (normalized) is 0.717. (2) The peptide sequence is RPGEPGLPGARGLT. The MHC is HLA-DQA10302-DQB10401 with pseudo-sequence HLA-DQA10303-DQB10402. The binding affinity (normalized) is 0. (3) The peptide sequence is WDDLRSLCLFSYHRLR. The MHC is HLA-DQA10401-DQB10402 with pseudo-sequence HLA-DQA10401-DQB10402. The binding affinity (normalized) is 0.381. (4) The MHC is DRB3_0202 with pseudo-sequence DRB3_0202. The peptide sequence is VRAVAESHGVAAVLF. The binding affinity (normalized) is 0.0849. (5) The peptide sequence is KFVDSTVVASVTIID. The MHC is DRB1_1101 with pseudo-sequence DRB1_1101. The binding affinity (normalized) is 0.309. (6) The peptide sequence is DEARRMWASAQNISG. The MHC is DRB3_0202 with pseudo-sequence DRB3_0202. The binding affinity (normalized) is 0.282. (7) The peptide sequence is CEHLEDGIYGIFQST. The MHC is DRB1_1101 with pseudo-sequence DRB1_1101. The binding affinity (normalized) is 0.199. (8) The binding affinity (normalized) is 0.984. The MHC is HLA-DPA10103-DPB10601 with pseudo-sequence HLA-DPA10103-DPB10601. The peptide sequence is EKKYFAATTFEPLAA.